From a dataset of Full USPTO retrosynthesis dataset with 1.9M reactions from patents (1976-2016). Predict the reactants needed to synthesize the given product. (1) Given the product [NH2:2][C:3]1[N:8]=[CH:7][N:6]=[C:5]2[N:9]([CH:18]([C:20]3[O:21][C:22](=[O:36])[C:23]4[C:28]([C:29]=3[C:30]3[CH:35]=[CH:34][CH:33]=[CH:32][CH:31]=3)=[CH:27][CH:26]=[CH:25][CH:24]=4)[CH3:19])[N:10]=[C:11]([C:12]3[S:16][C:15]([NH:17][C:38](=[O:39])[CH3:37])=[N:14][CH:13]=3)[C:4]=12, predict the reactants needed to synthesize it. The reactants are: Cl.[NH2:2][C:3]1[N:8]=[CH:7][N:6]=[C:5]2[N:9]([CH:18]([C:20]3[O:21][C:22](=[O:36])[C:23]4[C:28]([C:29]=3[C:30]3[CH:35]=[CH:34][CH:33]=[CH:32][CH:31]=3)=[CH:27][CH:26]=[CH:25][CH:24]=4)[CH3:19])[N:10]=[C:11]([C:12]3[S:16][C:15]([NH2:17])=[N:14][CH:13]=3)[C:4]=12.[CH3:37][C:38](OC(C)=O)=[O:39]. (2) Given the product [NH2:15][C:13]1[S:14][CH:10]=[C:9]([C:4]2[CH:5]=[CH:6][C:7]([Cl:8])=[C:2]([Cl:1])[CH:3]=2)[N:12]=1, predict the reactants needed to synthesize it. The reactants are: [Cl:1][C:2]1[CH:3]=[C:4]([C:9](=O)[CH3:10])[CH:5]=[CH:6][C:7]=1[Cl:8].[NH2:12][C:13]([NH2:15])=[S:14]. (3) Given the product [OH:2][NH:1][C:4]1[CH:14]=[CH:13][CH:12]=[CH:11][C:5]=1[C:6]([O:8][CH2:9][CH3:10])=[O:7], predict the reactants needed to synthesize it. The reactants are: [N+:1]([C:4]1[CH:14]=[CH:13][CH:12]=[CH:11][C:5]=1[C:6]([O:8][CH2:9][CH3:10])=[O:7])([O-])=[O:2].[Cl-].[NH4+].C1COCC1.C(Cl)Cl. (4) Given the product [Br:34][C:35]1[CH:42]=[CH:41][C:38]([CH:39]2[C:27]3[C:26](=[O:33])[CH2:31][CH2:30][CH2:29][C:28]=3[N:55]([C:51]3[CH:52]=[CH:53][CH:54]=[C:49]([C:48]([F:59])([F:60])[F:47])[CH:50]=3)[C:56](=[O:57])[NH:58]2)=[C:37]([S:43]([CH3:46])(=[O:45])=[O:44])[CH:36]=1, predict the reactants needed to synthesize it. The reactants are: P(OCC)(OCC)(OCC)=O.O=P12OP3(OP(OP(O3)(O1)=O)(=O)O2)=O.[C:26]1(=[O:33])[CH2:31][CH2:30][CH2:29][C:28](=O)[CH2:27]1.[Br:34][C:35]1[CH:42]=[CH:41][C:38]([CH:39]=O)=[C:37]([S:43]([CH3:46])(=[O:45])=[O:44])[CH:36]=1.[F:47][C:48]([F:60])([F:59])[C:49]1[CH:50]=[C:51]([NH:55][C:56]([NH2:58])=[O:57])[CH:52]=[CH:53][CH:54]=1. (5) Given the product [Br:1][C:2]1[CH:7]=[CH:6][C:5]([S:8]([NH:16][CH2:13][CH2:14][CH3:15])(=[O:10])=[O:9])=[CH:4][C:3]=1[F:12], predict the reactants needed to synthesize it. The reactants are: [Br:1][C:2]1[CH:7]=[CH:6][C:5]([S:8](Cl)(=[O:10])=[O:9])=[CH:4][C:3]=1[F:12].[CH2:13]([NH2:16])[CH2:14][CH3:15].